This data is from Catalyst prediction with 721,799 reactions and 888 catalyst types from USPTO. The task is: Predict which catalyst facilitates the given reaction. (1) Reactant: [Cl:1][C:2]1[CH:7]=[CH:6][C:5]([CH:8]2[CH2:10][CH:9]2[C:11]([OH:13])=O)=[CH:4][CH:3]=1.C(Cl)(=O)C(Cl)=O.N1C=CC=CC=1.[NH2:26][N:27]1[C:36](=[O:37])[C:35]2[C:30](=[CH:31][CH:32]=[CH:33][CH:34]=2)[N:29]=[C:28]1[CH:38]([CH3:40])[CH3:39]. Product: [CH:38]([C:28]1[N:27]([NH:26][C:11]([C@@H:9]2[CH2:10][C@@H:8]2[C:5]2[CH:4]=[CH:3][C:2]([Cl:1])=[CH:7][CH:6]=2)=[O:13])[C:36](=[O:37])[C:35]2[C:30](=[CH:31][CH:32]=[CH:33][CH:34]=2)[N:29]=1)([CH3:40])[CH3:39]. The catalyst class is: 139. (2) Reactant: O1C=CC=C1.[C:6]([O:10][CH2:11][CH3:12])(=[O:9])[CH:7]=[CH2:8].C([O-])(=O)C.[Na+].C(CC(=O)C)(=O)C.C(O)(=O)CC.O=O.[O:32]1[CH:36]=[CH:35][CH:34]=[C:33]1[CH:37]=[CH:38][C:39]([O:41][CH2:42][CH3:43])=[O:40]. Product: [CH2:11]([O:10][C:6]([CH:7]=[CH:8][C:36]1[O:32][C:33]([CH:37]=[CH:38][C:39]([O:41][CH2:42][CH3:43])=[O:40])=[CH:34][CH:35]=1)=[O:9])[CH3:12]. The catalyst class is: 167.